From a dataset of Forward reaction prediction with 1.9M reactions from USPTO patents (1976-2016). Predict the product of the given reaction. Given the reactants [O:1]1[CH2:6][CH2:5][CH2:4][CH2:3][CH:2]1[N:7]1[C:15]2[C:10](=[CH:11][C:12]([C:16]([C:18]([F:21])([F:20])[F:19])=[CH2:17])=[CH:13][CH:14]=2)[C:9]([C:22]2[N:27]=[C:26]([O:28][C@H:29]3[CH2:36][N:35]([C:37]([O:39][C:40]([CH3:43])([CH3:42])[CH3:41])=[O:38])[CH2:34][CH2:33][C:30]43[CH2:32][CH2:31]4)[CH:25]=[N:24][CH:23]=2)=[N:8]1, predict the reaction product. The product is: [O:1]1[CH2:6][CH2:5][CH2:4][CH2:3][CH:2]1[N:7]1[C:15]2[C:10](=[CH:11][C:12]([CH:16]([CH3:17])[C:18]([F:21])([F:19])[F:20])=[CH:13][CH:14]=2)[C:9]([C:22]2[N:27]=[C:26]([O:28][C@H:29]3[CH2:36][N:35]([C:37]([O:39][C:40]([CH3:41])([CH3:43])[CH3:42])=[O:38])[CH2:34][CH2:33][C:30]43[CH2:32][CH2:31]4)[CH:25]=[N:24][CH:23]=2)=[N:8]1.